Dataset: Forward reaction prediction with 1.9M reactions from USPTO patents (1976-2016). Task: Predict the product of the given reaction. (1) Given the reactants ClCCl.[CH3:4][C:5]1[C:14]2[C:9](=[CH:10][CH:11]=[CH:12][CH:13]=2)[N:8]=[C:7]([CH2:15][N:16]2[C:25](=[O:26])[C:24]3[N:23]([CH2:27][C:28]#[C:29][CH3:30])[C:22]([N:31]4[CH2:36][CH2:35][CH2:34][C@@H:33]([NH:37]C(OC(C)(C)C)=O)[CH2:32]4)=[N:21][C:20]=3[N:19]([CH3:45])[C:17]2=[O:18])[N:6]=1.FC(F)(F)C(O)=O, predict the reaction product. The product is: [CH3:4][C:5]1[C:14]2[C:9](=[CH:10][CH:11]=[CH:12][CH:13]=2)[N:8]=[C:7]([CH2:15][N:16]2[C:25](=[O:26])[C:24]3[N:23]([CH2:27][C:28]#[C:29][CH3:30])[C:22]([N:31]4[CH2:36][CH2:35][CH2:34][C@@H:33]([NH2:37])[CH2:32]4)=[N:21][C:20]=3[N:19]([CH3:45])[C:17]2=[O:18])[N:6]=1. (2) Given the reactants [CH2:1]([O:3][C:4](=[O:20])[C:5]1[CH:10]=[C:9]([N+:11]([O-])=O)[CH:8]=[C:7]([C:14]2[N:18]([CH3:19])[N:17]=[N:16][N:15]=2)[CH:6]=1)[CH3:2], predict the reaction product. The product is: [CH2:1]([O:3][C:4](=[O:20])[C:5]1[CH:6]=[C:7]([C:14]2[N:18]([CH3:19])[N:17]=[N:16][N:15]=2)[CH:8]=[C:9]([NH2:11])[CH:10]=1)[CH3:2]. (3) Given the reactants C([O:4][CH2:5][C:6]([CH3:51])([CH3:50])[CH2:7][N:8]1[C:14]2[CH:15]=[CH:16][C:17]([Cl:19])=[CH:18][C:13]=2[C@@H:12]([C:20]2[CH:25]=[CH:24][CH:23]=[C:22]([O:26][CH3:27])[C:21]=2[O:28][CH3:29])[O:11][C@H:10]([CH2:30][C:31]([NH:33][C:34]2[CH:35]=[C:36]3[C:41](=[CH:42][CH:43]=2)[C:40]([C:44]([O:46]CC)=[O:45])=[CH:39][CH:38]=[CH:37]3)=[O:32])[C:9]1=[O:49])(=O)C.[OH-].[Na+].C(O)C, predict the reaction product. The product is: [Cl:19][C:17]1[CH:16]=[CH:15][C:14]2[N:8]([CH2:7][C:6]([CH3:51])([CH3:50])[CH2:5][OH:4])[C:9](=[O:49])[C@@H:10]([CH2:30][C:31]([NH:33][C:34]3[CH:35]=[C:36]4[C:41](=[CH:42][CH:43]=3)[C:40]([C:44]([OH:46])=[O:45])=[CH:39][CH:38]=[CH:37]4)=[O:32])[O:11][C@H:12]([C:20]3[CH:25]=[CH:24][CH:23]=[C:22]([O:26][CH3:27])[C:21]=3[O:28][CH3:29])[C:13]=2[CH:18]=1. (4) The product is: [N+:25]([C:21]1[CH:20]=[C:19]([C:11]2[C:10]([C:8]3[CH:7]=[CH:6][N:5]=[C:4]([NH:35][C:36]4[CH:41]=[CH:40][CH:39]=[CH:38][CH:37]=4)[N:9]=3)=[C:14]3[CH:15]=[CH:16][CH:17]=[CH:18][N:13]3[N:12]=2)[CH:24]=[CH:23][CH:22]=1)([O-:27])=[O:26]. Given the reactants CS([C:4]1[N:9]=[C:8]([C:10]2[C:11]([C:19]3[CH:24]=[CH:23][CH:22]=[C:21]([N+:25]([O-:27])=[O:26])[CH:20]=3)=[N:12][N:13]3[CH:18]=[CH:17][CH:16]=[CH:15][C:14]=23)[CH:7]=[CH:6][N:5]=1)=O.CCOC(C)=O.Cl.[NH2:35][C:36]1[CH:41]=[CH:40][CH:39]=[CH:38][CH:37]=1, predict the reaction product. (5) The product is: [C:41]([CH2:40][N:4]1[CH2:3][CH2:2][N:1]([C:7]2[CH:8]=[CH:9][C:10]([NH:13][C:14]([C:16]3[C:17]([C:24]4[CH:25]=[CH:26][C:27]([CH:30]([CH3:32])[CH3:31])=[CH:28][CH:29]=4)=[C:18]([O:22][CH3:23])[CH:19]=[CH:20][CH:21]=3)=[O:15])=[CH:11][CH:12]=2)[CH2:6][CH2:5]1)(=[O:42])[NH2:43]. Given the reactants [N:1]1([C:7]2[CH:12]=[CH:11][C:10]([NH:13][C:14]([C:16]3[C:17]([C:24]4[CH:29]=[CH:28][C:27]([CH:30]([CH3:32])[CH3:31])=[CH:26][CH:25]=4)=[C:18]([O:22][CH3:23])[CH:19]=[CH:20][CH:21]=3)=[O:15])=[CH:9][CH:8]=2)[CH2:6][CH2:5][NH:4][CH2:3][CH2:2]1.C([O-])([O-])=O.[K+].[K+].Br[CH2:40][C:41]([NH2:43])=[O:42], predict the reaction product. (6) Given the reactants Cl[C:2]1[N:7]=[CH:6][C:5]2[C:8]([O:30][CH3:31])=[N:9][N:10]([C:11]([C:24]3[CH:29]=[CH:28][CH:27]=[CH:26][CH:25]=3)([C:18]3[CH:23]=[CH:22][CH:21]=[CH:20][CH:19]=3)[C:12]3[CH:17]=[CH:16][CH:15]=[CH:14][CH:13]=3)[C:4]=2[CH:3]=1.[Li+].C[Si]([N-:37][Si](C)(C)C)(C)C, predict the reaction product. The product is: [CH3:31][O:30][C:8]1[C:5]2[CH:6]=[N:7][C:2]([NH2:37])=[CH:3][C:4]=2[N:10]([C:11]([C:24]2[CH:25]=[CH:26][CH:27]=[CH:28][CH:29]=2)([C:18]2[CH:23]=[CH:22][CH:21]=[CH:20][CH:19]=2)[C:12]2[CH:13]=[CH:14][CH:15]=[CH:16][CH:17]=2)[N:9]=1. (7) The product is: [CH2:1]([N:8]1[C:12]([CH2:13][NH:14][C:15](=[O:25])[CH2:16][NH2:17])=[C:11]([C:26]2[CH:27]=[C:28]3[C:32](=[CH:33][CH:34]=2)[NH:31][N:30]=[CH:29]3)[N:10]=[N:9]1)[C:2]1[CH:3]=[CH:4][CH:5]=[CH:6][CH:7]=1. Given the reactants [CH2:1]([N:8]1[C:12]([CH2:13][NH:14][C:15](=[O:25])[CH2:16][NH:17]C(=O)OC(C)(C)C)=[C:11]([C:26]2[CH:27]=[C:28]3[C:32](=[CH:33][CH:34]=2)[NH:31][N:30]=[CH:29]3)[N:10]=[N:9]1)[C:2]1[CH:7]=[CH:6][CH:5]=[CH:4][CH:3]=1.Cl, predict the reaction product. (8) Given the reactants [C:1]([CH:5]1[CH2:14][CH2:13][C:12]2[N:11]=[C:10]3[S:15][C:16]([NH2:18])=[CH:17][C:9]3=[CH:8][C:7]=2[CH2:6]1)([CH3:4])([CH3:3])[CH3:2].ClC(Cl)(Cl)[C:21]([N:23]=C=O)=[O:22].CO.O.C([O-])([O-])=O.[Na+].[Na+], predict the reaction product. The product is: [C:1]([CH:5]1[CH2:14][CH2:13][C:12]2[N:11]=[C:10]3[S:15][C:16]([NH:18][C:21]([NH2:23])=[O:22])=[CH:17][C:9]3=[CH:8][C:7]=2[CH2:6]1)([CH3:4])([CH3:2])[CH3:3].